From a dataset of Catalyst prediction with 721,799 reactions and 888 catalyst types from USPTO. Predict which catalyst facilitates the given reaction. Reactant: [O:1]=[C:2]1[N:7]([CH:8]2[CH2:12][CH:11]([CH2:13][O:14]C(C3C=CC=CC=3)(C3C=CC=CC=3)C3C=CC=CC=3)[CH:10]=[CH:9]2)[CH:6]=[CH:5][N:4]=[C:3]1[C:34]([O:36][CH3:37])=[O:35]. Product: [OH:14][CH2:13][CH:11]1[CH2:12][CH:8]([N:7]2[CH:6]=[CH:5][N:4]=[C:3]([C:34]([O:36][CH3:37])=[O:35])[C:2]2=[O:1])[CH:9]=[CH:10]1. The catalyst class is: 86.